This data is from Forward reaction prediction with 1.9M reactions from USPTO patents (1976-2016). The task is: Predict the product of the given reaction. The product is: [CH3:40][C:6]1([CH3:41])[C:7]2[C:12](=[CH:11][C:10]([NH:13][C:14](=[O:39])[C:15]3[CH:20]=[CH:19][CH:18]=[N:17][C:16]=3[NH:21][CH2:22][C:23]3[CH:28]=[CH:27][N:26]=[C:25]([O:29][CH2:30][CH2:31][CH:32]4[CH2:33][CH2:34][N:35]([CH3:38])[CH2:36][CH2:37]4)[CH:24]=3)=[CH:9][CH:8]=2)[NH:4][CH2:5]1. Given the reactants C([N:4]1[C:12]2[C:7](=[CH:8][CH:9]=[C:10]([NH:13][C:14](=[O:39])[C:15]3[CH:20]=[CH:19][CH:18]=[N:17][C:16]=3[NH:21][CH2:22][C:23]3[CH:28]=[CH:27][N:26]=[C:25]([O:29][CH2:30][CH2:31][CH:32]4[CH2:37][CH2:36][N:35]([CH3:38])[CH2:34][CH2:33]4)[CH:24]=3)[CH:11]=2)[C:6]([CH3:41])([CH3:40])[CH2:5]1)(=O)C.CCO, predict the reaction product.